This data is from Peptide-MHC class II binding affinity with 134,281 pairs from IEDB. The task is: Regression. Given a peptide amino acid sequence and an MHC pseudo amino acid sequence, predict their binding affinity value. This is MHC class II binding data. The peptide sequence is IVQNAYKQMIKSRTL. The MHC is DRB1_0901 with pseudo-sequence DRB1_0901. The binding affinity (normalized) is 0.156.